Dataset: Catalyst prediction with 721,799 reactions and 888 catalyst types from USPTO. Task: Predict which catalyst facilitates the given reaction. (1) Product: [OH:35][CH:20]([C:21]1[CH:26]=[CH:25][C:24]([O:27][CH3:28])=[C:23]([O:29][CH2:30][CH2:31][CH2:32][O:33][CH3:34])[CH:22]=1)[C@H:16]([CH:17]([CH3:19])[CH3:18])[CH2:15]/[CH:14]=[CH:13]/[CH2:12][C@@H:6]([CH:3]([CH3:5])[CH3:4])[C:7]([N:9]([CH3:11])[CH3:10])=[O:8]. The catalyst class is: 5. Reactant: [BH4-].[Na+].[CH:3]([C@H:6]([CH2:12]/[CH:13]=[CH:14]/[CH2:15][C@H:16]([C:20](=[O:35])[C:21]1[CH:26]=[CH:25][C:24]([O:27][CH3:28])=[C:23]([O:29][CH2:30][CH2:31][CH2:32][O:33][CH3:34])[CH:22]=1)[CH:17]([CH3:19])[CH3:18])[C:7]([N:9]([CH3:11])[CH3:10])=[O:8])([CH3:5])[CH3:4].[Cl-].[NH4+].C(OCC)(=O)C. (2) Reactant: [CH:1]([C:3]1[C:18]([O:19][CH3:20])=[CH:17][C:6]([O:7][CH2:8][CH2:9][CH2:10][CH2:11][C:12]([O:14]CC)=[O:13])=[CH:5][C:4]=1[O:21][CH3:22])=[O:2].[OH-].[Na+]. Product: [CH:1]([C:3]1[C:4]([O:21][CH3:22])=[CH:5][C:6]([O:7][CH2:8][CH2:9][CH2:10][CH2:11][C:12]([OH:14])=[O:13])=[CH:17][C:18]=1[O:19][CH3:20])=[O:2]. The catalyst class is: 5. (3) Reactant: [F:1][C:2]([F:16])([F:15])[C:3]1[CH:4]=[C:5]2[C:9](=[CH:10][CH:11]=1)[NH:8][CH:7]=[C:6]2[C:12](=[O:14])[CH3:13].[H-].[Na+].[CH3:19]I.O. Product: [CH3:19][N:8]1[C:9]2[C:5](=[CH:4][C:3]([C:2]([F:15])([F:1])[F:16])=[CH:11][CH:10]=2)[C:6]([C:12](=[O:14])[CH3:13])=[CH:7]1. The catalyst class is: 7. (4) Reactant: [Cl:1]N1C(=O)CCC1=O.[NH:9]1[CH2:14][CH2:13][CH:12]([N:15]2[CH2:21][CH2:20][C:19]3[CH:22]=[CH:23][CH:24]=[CH:25][C:18]=3[NH:17][C:16]2=[O:26])[CH2:11][CH2:10]1. Product: [Cl:1][C:23]1[CH:24]=[CH:25][C:18]2[NH:17][C:16](=[O:26])[N:15]([CH:12]3[CH2:11][CH2:10][NH:9][CH2:14][CH2:13]3)[CH2:21][CH2:20][C:19]=2[CH:22]=1. The catalyst class is: 53.